From a dataset of Full USPTO retrosynthesis dataset with 1.9M reactions from patents (1976-2016). Predict the reactants needed to synthesize the given product. Given the product [Cl:1][C:2]1[C:7]([Cl:8])=[CH:6][CH:5]=[CH:4][C:3]=1[N:9]1[CH2:14][CH2:13][N:12]([CH2:16][CH2:17][CH2:18][CH2:19][C:20]2[C:28]3[C:23](=[CH:24][CH:25]=[C:26]([F:29])[CH:27]=3)[NH:22][CH:21]=2)[CH2:11][CH2:10]1, predict the reactants needed to synthesize it. The reactants are: [Cl:1][C:2]1[C:7]([Cl:8])=[CH:6][CH:5]=[CH:4][C:3]=1[N:9]1[CH2:14][CH2:13][NH:12][CH2:11][CH2:10]1.Cl[CH2:16][CH2:17][CH2:18][CH2:19][C:20]1[C:28]2[C:23](=[CH:24][CH:25]=[C:26]([F:29])[CH:27]=2)[NH:22][CH:21]=1.